From a dataset of Catalyst prediction with 721,799 reactions and 888 catalyst types from USPTO. Predict which catalyst facilitates the given reaction. (1) Reactant: [Cl:1][C:2]1[CH:7]=[CH:6][CH:5]=[CH:4][C:3]=1I.CC1(C)C(C)(C)OB([C:17]2[CH:21]=[CH:20][NH:19][N:18]=2)O1.C(=O)([O-])[O-].[Cs+].[Cs+]. Product: [Cl:1][C:2]1[CH:7]=[CH:6][CH:5]=[CH:4][C:3]=1[C:17]1[CH:21]=[CH:20][NH:19][N:18]=1. The catalyst class is: 70. (2) Reactant: [Br:1][C:2]1[CH:13]=[CH:12][C:5]([C:6](N(OC)C)=O)=[C:4]([F:14])[CH:3]=1.C([Mg]Br)C.[CH2:19]([O:21]CC)[CH3:20]. Product: [Br:1][C:2]1[CH:13]=[CH:12][C:5]([CH2:6][C:19](=[O:21])[CH3:20])=[C:4]([F:14])[CH:3]=1. The catalyst class is: 1. (3) Reactant: [C:1]([Cl:5])(Cl)(Cl)[Cl:2].C1(P(C2C=CC=CC=2)C2C=CC=CC=2)C=CC=CC=1.[Cl:25][C:26]1[C:31]([O:32][CH3:33])=[CH:30][C:29]([C:34](=O)[C:35]([O:37][CH2:38][CH3:39])=[O:36])=[C:28]([F:41])[CH:27]=1. Product: [Cl:2][C:1]([Cl:5])=[C:34]([C:29]1[CH:30]=[C:31]([O:32][CH3:33])[C:26]([Cl:25])=[CH:27][C:28]=1[F:41])[C:35]([O:37][CH2:38][CH3:39])=[O:36]. The catalyst class is: 4. (4) Reactant: [C:1]1([C:7]2[CH:16]=[CH:15][C:14]3[C:9](=[CH:10][C:11]([CH:17]=O)=[CH:12][CH:13]=3)[N:8]=2)[CH:6]=[CH:5][CH:4]=[CH:3][CH:2]=1.C1(C2C=CC3C(=CC(CO)=CC=3)N=2)C=CC=CC=1. Product: [CH3:17][C:11]1[CH:10]=[C:9]2[C:14]([CH:15]=[CH:16][C:7]([C:1]3[CH:2]=[CH:3][CH:4]=[CH:5][CH:6]=3)=[N:8]2)=[CH:13][CH:12]=1. The catalyst class is: 703. (5) Product: [OH:24][CH2:23][CH:18]1[O:19][CH2:20][CH2:21][N:16]([CH3:15])[C:17]1=[O:22]. The catalyst class is: 1. Reactant: CCN(C(C)C)C(C)C.[Li]CCCC.[CH3:15][N:16]1[CH2:21][CH2:20][O:19][CH2:18][C:17]1=[O:22].[CH2:23]=[O:24]. (6) Reactant: [Br:1][C:2]1[C:6]([F:7])=[CH:5][NH:4][N:3]=1.[H-].[Na+].Cl[C:11]1[CH:16]=[CH:15][N:14]=[C:13]([O:17][CH3:18])[N:12]=1. Product: [Br:1][C:2]1[C:6]([F:7])=[CH:5][N:4]([C:11]2[CH:16]=[CH:15][N:14]=[C:13]([O:17][CH3:18])[N:12]=2)[N:3]=1. The catalyst class is: 16. (7) Reactant: [CH3:1][N:2]([CH3:36])[C:3]1[C:23]2[CH2:22][C@@H:21]3[C:12](=[C:13]([OH:33])[C@@:14]4([OH:32])[C@@H:19]([CH2:20]3)[C@H:18]([N:24]([CH3:26])[CH3:25])[C:17]([OH:27])=[C:16]([C:28]([NH2:30])=[O:29])[C:15]4=[O:31])[C:11](=[O:34])[C:10]=2[C:9]2[O:8][C:7](=[S:35])[NH:6][C:5]=2[CH:4]=1.C(N(C(C)C)CC)(C)C.[CH2:46]([O:53][C:54](=[O:57])[CH2:55]Br)[C:47]1[CH:52]=[CH:51][CH:50]=[CH:49][CH:48]=1. Product: [NH2:30][C:28]([C:16]1[C:15](=[O:31])[C@:14]2([OH:32])[C@@H:19]([CH2:20][C@H:21]3[C:12](=[C:13]2[OH:33])[C:11](=[O:34])[C:10]2[C:9]4[O:8][C:7]([S:35][CH2:55][C:54]([O:53][CH2:46][C:47]5[CH:52]=[CH:51][CH:50]=[CH:49][CH:48]=5)=[O:57])=[N:6][C:5]=4[CH:4]=[C:3]([N:2]([CH3:36])[CH3:1])[C:23]=2[CH2:22]3)[C@H:18]([N:24]([CH3:25])[CH3:26])[C:17]=1[OH:27])=[O:29]. The catalyst class is: 9.